The task is: Regression. Given a peptide amino acid sequence and an MHC pseudo amino acid sequence, predict their binding affinity value. This is MHC class I binding data.. This data is from Peptide-MHC class I binding affinity with 185,985 pairs from IEDB/IMGT. (1) The peptide sequence is EYTDYMPSM. The MHC is HLA-A26:02 with pseudo-sequence HLA-A26:02. The binding affinity (normalized) is 0.699. (2) The peptide sequence is AFDLSHFLK. The MHC is HLA-B35:03 with pseudo-sequence HLA-B35:03. The binding affinity (normalized) is 0.